This data is from Full USPTO retrosynthesis dataset with 1.9M reactions from patents (1976-2016). The task is: Predict the reactants needed to synthesize the given product. Given the product [CH:7]([C:16]1[CH:11]=[CH:12][C:13]2[C:14](=[C:17]([N:21]3[CH2:20][CH2:25][CH:24]([CH2:39][NH:40][C:41](=[O:47])[O:42][C:43]([CH3:45])([CH3:44])[CH3:46])[CH2:23][CH2:22]3)[CH:58]=[CH:57][CH:59]=2)[N:15]=1)=[O:6], predict the reactants needed to synthesize it. The reactants are: FC(F)(F)S([O:6][C:7]1C=CC=[C:11]2[C:16]=1[N:15]=[C:14]([C:17]1[N:21]3[CH:22]=[CH:23][C:24](OCCOC)=[CH:25][C:20]3=NN=1)[CH:13]=[CH:12]2)(=O)=O.N1CCC([CH2:39][NH:40][C:41](=[O:47])[O:42][C:43]([CH3:46])([CH3:45])[CH3:44])CC1.N1(C(O[C:57](C)([CH3:59])[CH3:58])=O)CCNCC1.